Dataset: Forward reaction prediction with 1.9M reactions from USPTO patents (1976-2016). Task: Predict the product of the given reaction. (1) Given the reactants [C:1]([OH:8])(=[O:7])[CH2:2][CH2:3][C:4]([CH3:6])=O.Cl.[F:10][C:11]1[CH:12]=[C:13]([CH:26]=[CH:27][C:28]=1[F:29])[C:14]([N:16]([C:18]1[CH:23]=[CH:22][C:21]([O:24][CH3:25])=[CH:20][CH:19]=1)N)=[O:15], predict the reaction product. The product is: [F:10][C:11]1[CH:12]=[C:13]([CH:26]=[CH:27][C:28]=1[F:29])[C:14]([N:16]1[C:18]2[C:19](=[CH:20][C:21]([O:24][CH3:25])=[CH:22][CH:23]=2)[C:3]([CH2:2][C:1]([OH:8])=[O:7])=[C:4]1[CH3:6])=[O:15]. (2) The product is: [CH:8]1([N:1]2[CH2:6][CH2:5][CH:4]([OH:7])[CH2:3][CH2:2]2)[CH2:11][CH2:10][CH2:9]1. Given the reactants [NH:1]1[CH2:6][CH2:5][CH:4]([OH:7])[CH2:3][CH2:2]1.[C:8]1(=O)[CH2:11][CH2:10][CH2:9]1, predict the reaction product. (3) Given the reactants C([O:4][C@@H:5]1[C@@H:49]([O:50]C(=O)C)[C@H:48]([O:54]C(=O)C)[C@@H:47]([C:58]([O:60]C)=[O:59])[O:46][C@H:6]1[O:7][C:8]1[CH:13]=[CH:12][C:11]([C@@H:14]2[C@@H:17]([CH2:18][CH2:19][C@H:20]([O:28]C(=O)C)[C:21]3[CH:26]=[CH:25][C:24]([F:27])=[CH:23][CH:22]=3)[C:16](=[O:32])[N:15]2[C:33]2[CH:38]=[CH:37][C:36]([C:39]#[C:40][C:41]([NH:43][CH2:44][CH3:45])=[O:42])=[CH:35][CH:34]=2)=[CH:10][CH:9]=1)(=O)C.[C-]#N.[Na+], predict the reaction product. The product is: [O:7]([C:8]1[CH:9]=[CH:10][C:11]([C@@H:14]2[C@@H:17]([CH2:18][CH2:19][C@@H:20]([C:21]3[CH:26]=[CH:25][C:24]([F:27])=[CH:23][CH:22]=3)[OH:28])[C:16](=[O:32])[N:15]2[C:33]2[CH:34]=[CH:35][C:36]([C:39]#[C:40][C:41]([NH:43][CH2:44][CH3:45])=[O:42])=[CH:37][CH:38]=2)=[CH:12][CH:13]=1)[C@@H:6]1[O:46][C@H:47]([C:58]([OH:60])=[O:59])[C@@H:48]([OH:54])[C@H:49]([OH:50])[C@H:5]1[OH:4]. (4) The product is: [CH3:18][NH:15][C:14]1[C:9]([NH:8][C:2]2[CH:7]=[CH:6][CH:5]=[CH:4][CH:3]=2)=[N:10][CH:11]=[CH:12][CH:13]=1. Given the reactants O.[C:2]1([NH:8][C:9]2[C:14]([NH2:15])=[CH:13][CH:12]=[CH:11][N:10]=2)[CH:7]=[CH:6][CH:5]=[CH:4][CH:3]=1.C=O.[CH:18]([O-])=O.[NH4+], predict the reaction product. (5) Given the reactants [CH3:1][CH:2]1[CH:7]([C:8]([N:10]2[CH2:14][CH2:13][CH2:12][CH2:11]2)=[O:9])[CH2:6][CH2:5][N:4](C(OC(C)(C)C)=O)[CH2:3]1.[ClH:22], predict the reaction product. The product is: [ClH:22].[CH3:1][CH:2]1[CH:7]([C:8]([N:10]2[CH2:14][CH2:13][CH2:12][CH2:11]2)=[O:9])[CH2:6][CH2:5][NH:4][CH2:3]1. (6) Given the reactants [CH3:1][CH:2]1[CH2:7][C:6]([C:8]2[CH:13]=[CH:12][CH:11]=[CH:10][CH:9]=2)=[N:5][NH:4][C:3]1=[O:14].Cl.[OH-].[Na+], predict the reaction product. The product is: [CH3:1][C:2]1[C:3](=[O:14])[NH:4][N:5]=[C:6]([C:8]2[CH:13]=[CH:12][CH:11]=[CH:10][CH:9]=2)[CH:7]=1. (7) Given the reactants [CH3:1][O:2][C:3]1[CH:8]=[CH:7][CH:6]=[CH:5][C:4]=1[OH:9].Br[CH:11]([Cl:13])[CH3:12].C(=O)([O-])[O-].[K+].[K+], predict the reaction product. The product is: [Cl:13][CH2:11][CH2:12][O:9][C:4]1[CH:5]=[CH:6][CH:7]=[CH:8][C:3]=1[O:2][CH3:1]. (8) Given the reactants N([O-])=[O:2].[Na+].N[C:6]1[N:7]=[N+:8]([O-:26])[C:9]2[CH:15]=[C:14]([O:16][CH2:17][CH2:18][NH:19][C:20](=[O:25])[C:21]([F:24])([F:23])[F:22])[CH:13]=[CH:12][C:10]=2[N:11]=1, predict the reaction product. The product is: [F:22][C:21]([F:24])([F:23])[C:20]([NH:19][CH2:18][CH2:17][O:16][C:14]1[CH:13]=[CH:12][C:10]2[N:11]=[C:6]([OH:2])[N:7]=[N+:8]([O-:26])[C:9]=2[CH:15]=1)=[O:25].